Dataset: Reaction yield outcomes from USPTO patents with 853,638 reactions. Task: Predict the reaction yield, written as a fraction of the theoretical maximum amount of product (1.0 means a 100% yield; for example, 0.34 means a 34% yield). (1) The reactants are CC([O-])(C)C.[K+].[Cl:7][C:8]1[CH:13]=[C:12]([N+]([O-])=O)[CH:11]=[CH:10][N:9]=1.[CH3:17][O:18][CH2:19][CH2:20][OH:21]. No catalyst specified. The product is [Cl:7][C:8]1[CH:13]=[C:12]([O:21][CH2:20][CH2:19][O:18][CH3:17])[CH:11]=[CH:10][N:9]=1. The yield is 0.880. (2) The catalyst is C([O-])(=O)C.[Cu+2].C([O-])(=O)C.C(Cl)(Cl)Cl. The reactants are [O:1]=[S:2]1(=[O:30])[CH2:7][CH2:6][N:5]([C:8]([C:10]2[NH:11][C:12]3[C:17]([CH:18]=2)=[CH:16][C:15]([C:19]([N:21]2[CH2:26][CH2:25][N:24]([CH:27]([CH3:29])[CH3:28])[CH2:23][CH2:22]2)=[O:20])=[CH:14][CH:13]=3)=[O:9])[CH2:4][CH2:3]1.[CH3:31][S:32]([C:35]1[CH:40]=[CH:39][C:38](B(O)O)=[CH:37][CH:36]=1)(=[O:34])=[O:33].N1C=CC=CC=1. The yield is 0.250. The product is [O:30]=[S:2]1(=[O:1])[CH2:7][CH2:6][N:5]([C:8]([C:10]2[N:11]([C:38]3[CH:39]=[CH:40][C:35]([S:32]([CH3:31])(=[O:34])=[O:33])=[CH:36][CH:37]=3)[C:12]3[C:17]([CH:18]=2)=[CH:16][C:15]([C:19]([N:21]2[CH2:22][CH2:23][N:24]([CH:27]([CH3:28])[CH3:29])[CH2:25][CH2:26]2)=[O:20])=[CH:14][CH:13]=3)=[O:9])[CH2:4][CH2:3]1. (3) The reactants are [F:1][C:2]([F:11])([F:10])[C:3]1[CH:8]=[CH:7][CH:6]=[CH:5][C:4]=1Br.[OH:12][CH:13]1[CH2:17][CH2:16][NH:15][CH2:14]1. No catalyst specified. The product is [F:1][C:2]([F:11])([F:10])[C:3]1[CH:8]=[CH:7][CH:6]=[CH:5][C:4]=1[N:15]1[CH2:16][CH2:17][CH:13]([OH:12])[CH2:14]1. The yield is 0.670.